From a dataset of Full USPTO retrosynthesis dataset with 1.9M reactions from patents (1976-2016). Predict the reactants needed to synthesize the given product. (1) Given the product [Cl:15][C:5]1[C:6]([C:8]2[S:12][C:11]([CH3:13])=[N:10][C:9]=2[CH3:14])=[N:7][C:2]([NH:21][C:20]2[CH:22]=[C:23]([O:27][CH3:28])[C:24]([O:25][CH3:26])=[C:18]([O:17][CH3:16])[CH:19]=2)=[N:3][CH:4]=1, predict the reactants needed to synthesize it. The reactants are: Cl[C:2]1[N:7]=[C:6]([C:8]2[S:12][C:11]([CH3:13])=[N:10][C:9]=2[CH3:14])[C:5]([Cl:15])=[CH:4][N:3]=1.[CH3:16][O:17][C:18]1[CH:19]=[C:20]([CH:22]=[C:23]([O:27][CH3:28])[C:24]=1[O:25][CH3:26])[NH2:21].Cl. (2) The reactants are: C[Si]([N-][Si](C)(C)C)(C)C.[Na+].[CH3:11][N:12]1[CH2:17][CH:16]=[C:15]([C:18]2[C:26]3[C:21](=[N:22][CH:23]=[CH:24][CH:25]=3)[NH:20][CH:19]=2)[CH2:14][CH2:13]1.[C:27]1([S:33](Cl)(=[O:35])=[O:34])[CH:32]=[CH:31][CH:30]=[CH:29][CH:28]=1. Given the product [CH3:11][N:12]1[CH2:13][CH:14]=[C:15]([C:18]2[C:26]3[C:21](=[N:22][CH:23]=[CH:24][CH:25]=3)[N:20]([S:33]([C:27]3[CH:32]=[CH:31][CH:30]=[CH:29][CH:28]=3)(=[O:35])=[O:34])[CH:19]=2)[CH2:16][CH2:17]1, predict the reactants needed to synthesize it. (3) Given the product [CH2:1]([O:8][C:9]1[C:10]([C:20]([O:22][CH3:24])=[O:21])=[C:11]([CH3:19])[C:12]([O:15][CH:16]([CH3:18])[CH3:17])=[N:13][CH:14]=1)[C:2]1[CH:3]=[CH:4][CH:5]=[CH:6][CH:7]=1, predict the reactants needed to synthesize it. The reactants are: [CH2:1]([O:8][C:9]1[C:10]([C:20]([OH:22])=[O:21])=[C:11]([CH3:19])[C:12]([O:15][CH:16]([CH3:18])[CH3:17])=[N:13][CH:14]=1)[C:2]1[CH:7]=[CH:6][CH:5]=[CH:4][CH:3]=1.[Si](C=[N+]=[N-])(C)(C)[CH3:24]. (4) Given the product [C:11]([C:14]1[CH:36]=[CH:35][C:17]([CH2:18][N:19]2[C:34]([Cl:37])=[C:22]3[C:23](=[O:33])[N:24]([CH3:32])[C:25]4[N:26]([CH2:27][C:28]([CH3:31])([CH3:30])[N:29]=4)[C:21]3=[N:20]2)=[CH:16][CH:15]=1)(=[O:13])[CH3:12], predict the reactants needed to synthesize it. The reactants are: [Li+].C[Si]([N-][Si](C)(C)C)(C)C.[C:11]([C:14]1[CH:36]=[CH:35][C:17]([CH2:18][N:19]2[CH:34]=[C:22]3[C:23](=[O:33])[N:24]([CH3:32])[C:25]4[N:26]([CH2:27][C:28]([CH3:31])([CH3:30])[N:29]=4)[C:21]3=[N:20]2)=[CH:16][CH:15]=1)(=[O:13])[CH3:12].[Cl:37]C(Cl)(Cl)C(Cl)(Cl)Cl. (5) Given the product [CH:1]1([CH2:4][O:5][C:6]2[CH:7]=[CH:8][C:9]3[C:13]([CH:14]=2)=[N:12][N:11]([C:15]2[CH:20]=[CH:19][C:18]([O:21][Si:22]([CH:26]([CH3:28])[CH3:27])([CH:23]([CH3:25])[CH3:24])[CH:29]([CH3:31])[CH3:30])=[CH:17][CH:16]=2)[C:10]=3[I:40])[CH2:2][CH2:3]1, predict the reactants needed to synthesize it. The reactants are: [CH:1]1([CH2:4][O:5][C:6]2[CH:7]=[CH:8][C:9]3[C:13]([CH:14]=2)=[N:12][N:11]([C:15]2[CH:20]=[CH:19][C:18]([O:21][Si:22]([CH:29]([CH3:31])[CH3:30])([CH:26]([CH3:28])[CH3:27])[CH:23]([CH3:25])[CH3:24])=[CH:17][CH:16]=2)[CH:10]=3)[CH2:3][CH2:2]1.C([N-]C(C)C)(C)C.[Li+].[I:40]I.S([O-])([O-])(=O)=S.[Na+].[Na+]. (6) Given the product [NH2:19][C:17]1[N:18]=[C:13]([C:6]2[CH:7]=[CH:8][C:3]([C:1]#[N:2])=[CH:4][CH:5]=2)[CH:14]=[C:15]([NH:20][CH3:21])[N:16]=1, predict the reactants needed to synthesize it. The reactants are: [C:1]([C:3]1[CH:8]=[CH:7][C:6](B(O)O)=[CH:5][CH:4]=1)#[N:2].Cl[C:13]1[N:18]=[C:17]([NH2:19])[N:16]=[C:15]([NH:20][CH3:21])[CH:14]=1.